The task is: Predict the reaction yield, written as a fraction of the theoretical maximum amount of product (1.0 means a 100% yield; for example, 0.34 means a 34% yield).. This data is from Reaction yield outcomes from USPTO patents with 853,638 reactions. (1) The product is [N:55]1[CH:56]=[CH:57][CH:58]=[C:53]([CH2:52][O:51][C:13](=[O:33])[NH:12][CH2:11][C:10]2[CH:9]=[CH:8][C:7]([CH:6]=[CH:5][C:3](=[O:4])[NH:2][OH:1])=[CH:35][CH:34]=2)[CH:54]=1. No catalyst specified. The yield is 0.390. The reactants are [OH:1][NH:2][C:3]([CH:5]=[CH:6][C:7]1[CH:35]=[CH:34][C:10]([CH2:11][NH:12][C:13](=[O:33])C2C=CC(N3CCN(CC4C=NC=CC=4)CC3)=CC=2)=[CH:9][CH:8]=1)=[O:4].COC(=O)C=CC1C=CC(CNC([O:51][CH2:52][C:53]2[CH:54]=[N:55][CH:56]=[CH:57][CH:58]=2)=O)=CC=1. (2) The reactants are [OH:1][C@H:2]1[CH2:24][CH2:23][C@@:22]2([CH3:25])[C:4](=[CH:5][CH2:6][C@@H:7]3[C@@H:21]2[CH2:20][C@@H:19]([OH:26])[C@@:18]2([CH3:27])[C@@:8]43[O:28][CH:9]4[CH2:10][C@@H:11]2[C:12]2([O:17][CH2:16][CH2:15][O:14]2)[CH3:13])[CH2:3]1.[H-].[Al+3].[Li+].[H-].[H-].[H-].O.[OH-].[Na+]. The catalyst is O1CCCC1. The product is [OH:1][C@H:2]1[CH2:24][CH2:23][C@@:22]2([CH3:25])[C:4](=[CH:5][CH2:6][C@@H:7]3[C@@H:21]2[CH2:20][C@@H:19]([OH:26])[C@@:18]2([CH3:27])[C@:8]3([OH:28])[CH2:9][CH2:10][C@@H:11]2[C:12]2([O:17][CH2:16][CH2:15][O:14]2)[CH3:13])[CH2:3]1. The yield is 0.830. (3) The reactants are [Cl:1][C:2]1[CH:7]=[CH:6][C:5]([NH:8][C:9]2[N:14]=[C:13](Cl)[N:12]=[C:11]([Cl:16])[N:10]=2)=[CH:4][CH:3]=1.[CH3:17][O:18][C:19]1[CH:24]=[CH:23][C:22]([NH2:25])=[CH:21][CH:20]=1. No catalyst specified. The product is [Cl:16][C:11]1[N:10]=[C:9]([NH:8][C:5]2[CH:4]=[CH:3][C:2]([Cl:1])=[CH:7][CH:6]=2)[N:14]=[C:13]([NH:25][C:22]2[CH:23]=[CH:24][C:19]([O:18][CH3:17])=[CH:20][CH:21]=2)[N:12]=1. The yield is 0.620.